Predict which catalyst facilitates the given reaction. From a dataset of Catalyst prediction with 721,799 reactions and 888 catalyst types from USPTO. (1) Reactant: [F:1][C:2]1[CH:7]=[CH:6][C:5]([C:8]2[S:12][C:11]([CH3:13])=[N:10][C:9]=2[C:14]([N:16]2[CH2:21][CH2:20][CH2:19][CH2:18][CH:17]2[CH2:22][C:23]2[NH:24][C:25]([C:28]3[CH:33]=[CH:32][CH:31]=[CH:30][C:29]=3Br)=[CH:26][N:27]=2)=[O:15])=[CH:4][CH:3]=1.[Cu][C:36]#[N:37].C(OCC)(=O)C.O. Product: [F:1][C:2]1[CH:7]=[CH:6][C:5]([C:8]2[S:12][C:11]([CH3:13])=[N:10][C:9]=2[C:14]([N:16]2[CH2:21][CH2:20][CH2:19][CH2:18][CH:17]2[CH2:22][C:23]2[NH:24][C:25]([C:28]3[CH:33]=[CH:32][CH:31]=[CH:30][C:29]=3[C:36]#[N:37])=[CH:26][N:27]=2)=[O:15])=[CH:4][CH:3]=1. The catalyst class is: 435. (2) Reactant: [N+:1]([C:4]1[CH:17]=[CH:16][C:15]([O:18][C:19]([F:22])([F:21])[F:20])=[CH:14][C:5]=1[C:6]([NH:8][CH2:9][C:10]([O:12]C)=[O:11])=[O:7])([O-:3])=[O:2].[OH-].[Na+].O. Product: [N+:1]([C:4]1[CH:17]=[CH:16][C:15]([O:18][C:19]([F:20])([F:21])[F:22])=[CH:14][C:5]=1[C:6]([NH:8][CH2:9][C:10]([OH:12])=[O:11])=[O:7])([O-:3])=[O:2]. The catalyst class is: 310. (3) Reactant: [CH3:1][S:2]([C:5]1[CH:6]=[C:7]([NH:11][C:12]([C:14]2[CH:15]=[N:16][N:17]3[C:22](Cl)=[CH:21][C:20]([C:24]4[CH:29]=[CH:28][C:27]([Cl:30])=[CH:26][CH:25]=4)=[N:19][C:18]=23)=[O:13])[CH:8]=[CH:9][CH:10]=1)(=[O:4])=[O:3].[CH3:31][O-:32].[Na+]. Product: [CH3:1][S:2]([C:5]1[CH:6]=[C:7]([NH:11][C:12]([C:14]2[CH:15]=[N:16][N:17]3[C:22]([O:32][CH3:31])=[CH:21][C:20]([C:24]4[CH:29]=[CH:28][C:27]([Cl:30])=[CH:26][CH:25]=4)=[N:19][C:18]=23)=[O:13])[CH:8]=[CH:9][CH:10]=1)(=[O:4])=[O:3]. The catalyst class is: 5.